Regression. Given a peptide amino acid sequence and an MHC pseudo amino acid sequence, predict their binding affinity value. This is MHC class II binding data. From a dataset of Peptide-MHC class II binding affinity with 134,281 pairs from IEDB. (1) The peptide sequence is SDYVYQPFPKTVWEQ. The binding affinity (normalized) is 0.385. The MHC is DRB1_1001 with pseudo-sequence DRB1_1001. (2) The peptide sequence is AWASACGGTGKNTIV. The MHC is HLA-DPA10103-DPB10301 with pseudo-sequence HLA-DPA10103-DPB10301. The binding affinity (normalized) is 0. (3) The peptide sequence is AAATMGTTVYGAFAA. The MHC is HLA-DQA10102-DQB10602 with pseudo-sequence HLA-DQA10102-DQB10602. The binding affinity (normalized) is 0.757. (4) The peptide sequence is ASEGAVDIINRWQVV. The MHC is HLA-DQA10104-DQB10503 with pseudo-sequence HLA-DQA10104-DQB10503. The binding affinity (normalized) is 0.390. (5) The peptide sequence is KYFAATQFEPLAARL. The MHC is DRB1_1501 with pseudo-sequence DRB1_1501. The binding affinity (normalized) is 0.279. (6) The peptide sequence is LDYKECEWPLTHTIG. The MHC is DRB1_1101 with pseudo-sequence DRB1_1101. The binding affinity (normalized) is 0. (7) The peptide sequence is AAFQGAHARFVAAAA. The MHC is DRB1_0101 with pseudo-sequence DRB1_0101. The binding affinity (normalized) is 0.820. (8) The peptide sequence is RTKGTMRASALILIE. The MHC is DRB1_1301 with pseudo-sequence DRB1_1301. The binding affinity (normalized) is 0.640. (9) The peptide sequence is KKPVKLASIVKASFEEG. The MHC is DRB3_0101 with pseudo-sequence DRB3_0101. The binding affinity (normalized) is 0.175. (10) The peptide sequence is VIPAGELQVIEKVDAAFKVA. The MHC is DRB1_1101 with pseudo-sequence DRB1_1101. The binding affinity (normalized) is 0.416.